From a dataset of Reaction yield outcomes from USPTO patents with 853,638 reactions. Predict the reaction yield, written as a fraction of the theoretical maximum amount of product (1.0 means a 100% yield; for example, 0.34 means a 34% yield). The reactants are [O:1]=[C:2]1[CH2:7][CH2:6][N:5]([C:8]([O:10][C:11]([CH3:14])([CH3:13])[CH3:12])=[O:9])[CH2:4][CH2:3]1.[CH2:15](Br)[CH:16]=[CH2:17].[Cl-].[NH4+].OS(O)(=O)=O. The catalyst is O.[Zn].CCCCCCC.CCOC(C)=O.C1COCC1. The product is [CH2:17]([C:2]1([OH:1])[CH2:3][CH2:4][N:5]([C:8]([O:10][C:11]([CH3:14])([CH3:13])[CH3:12])=[O:9])[CH2:6][CH2:7]1)[CH:16]=[CH2:15]. The yield is 0.950.